From a dataset of Full USPTO retrosynthesis dataset with 1.9M reactions from patents (1976-2016). Predict the reactants needed to synthesize the given product. (1) Given the product [CH3:3][N:2]([CH3:4])[CH2:1][C:17]1[C:16]2[C:20](=[CH:21][CH:22]=[C:14]([B:9]3[O:10][C:11]([CH3:13])([CH3:12])[C:7]([CH3:23])([CH3:6])[O:8]3)[CH:15]=2)[NH:19][CH:18]=1, predict the reactants needed to synthesize it. The reactants are: [CH3:1][N+:2]([CH3:4])=[CH2:3].[I-].[CH3:6][C:7]1([CH3:23])[C:11]([CH3:13])([CH3:12])[O:10][B:9]([C:14]2[CH:15]=[C:16]3[C:20](=[CH:21][CH:22]=2)[NH:19][CH:18]=[CH:17]3)[O:8]1. (2) Given the product [Cl:28][C:23]1[CH:24]=[CH:25][CH:26]=[CH:27][C:22]=1[CH:15]1[C:14]([C:29]#[N:30])=[C:13]([CH:10]2[CH2:11][CH2:12][NH:8][CH2:9]2)[NH:18][C:17]2=[N:19][NH:20][CH:21]=[C:16]12, predict the reactants needed to synthesize it. The reactants are: C(OC([N:8]1[CH2:12][CH2:11][CH:10]([C:13]2[NH:18][C:17]3=[N:19][NH:20][CH:21]=[C:16]3[CH:15]([C:22]3[CH:27]=[CH:26][CH:25]=[CH:24][C:23]=3[Cl:28])[C:14]=2[C:29]#[N:30])[CH2:9]1)=O)(C)(C)C.O1CCOCC1.Cl. (3) Given the product [OH:56][CH:53]([CH2:54][OH:55])[CH2:52][NH:51][C:24]([C:23]1[CH:22]=[N:21][N:18]2[CH:19]=[CH:20][C:15]([N:11]3[CH2:12][CH2:13][CH2:14][C@@H:10]3[C:4]3[C:5]([O:8][CH3:9])=[N:6][CH:7]=[C:2]([F:1])[CH:3]=3)=[N:16][C:17]=12)=[O:26], predict the reactants needed to synthesize it. The reactants are: [F:1][C:2]1[CH:3]=[C:4]([C@H:10]2[CH2:14][CH2:13][CH2:12][N:11]2[C:15]2[CH:20]=[CH:19][N:18]3[N:21]=[CH:22][C:23]([C:24]([OH:26])=O)=[C:17]3[N:16]=2)[C:5]([O:8][CH3:9])=[N:6][CH:7]=1.CN(C(ON1N=NC2C=CC=NC1=2)=[N+](C)C)C.F[P-](F)(F)(F)(F)F.[NH2:51][CH2:52][CH:53]([OH:56])[CH2:54][OH:55].CCN(C(C)C)C(C)C. (4) The reactants are: Cl[CH2:2][CH2:3][C:4]1[C:9](=[O:10])[N:8]2[CH2:11][CH2:12][CH2:13][CH2:14][C:7]2=[N:6][C:5]=1[CH3:15].Cl.[F:17][C:18]1[CH:32]=[C:31]([F:33])[CH:30]=[CH:29][C:19]=1[C:20](=[N:27][OH:28])[CH:21]1[CH2:26][CH2:25][NH:24][CH2:23][CH2:22]1.C(=O)([O-])O.[Na+]. Given the product [F:17][C:18]1[CH:32]=[C:31]([F:33])[CH:30]=[CH:29][C:19]=1[C:20](=[N:27][OH:28])[CH:21]1[CH2:26][CH2:25][N:24]([CH2:2][CH2:3][C:4]2[C:9](=[O:10])[N:8]3[CH2:11][CH2:12][CH2:13][CH2:14][C:7]3=[N:6][C:5]=2[CH3:15])[CH2:23][CH2:22]1, predict the reactants needed to synthesize it.